From a dataset of Forward reaction prediction with 1.9M reactions from USPTO patents (1976-2016). Predict the product of the given reaction. Given the reactants [Br:1][C:2]1[CH:3]=[N:4][CH:5]=[C:6]([CH:12]=1)[C:7](OCC)=[O:8].[BH4-].[Na+], predict the reaction product. The product is: [Br:1][C:2]1[CH:12]=[C:6]([CH2:7][OH:8])[CH:5]=[N:4][CH:3]=1.